This data is from Catalyst prediction with 721,799 reactions and 888 catalyst types from USPTO. The task is: Predict which catalyst facilitates the given reaction. (1) Reactant: Cl[C:2]1[C:7]([O:8][CH3:9])=[C:6]([Cl:10])[N:5]=[C:4]([S:11][CH2:12][CH3:13])[N:3]=1.[Cl:14][C:15]1[CH:21]=[CH:20][C:18]([NH2:19])=[CH:17][CH:16]=1. Product: [Cl:10][C:6]1[N:5]=[C:4]([S:11][CH2:12][CH3:13])[N:3]=[C:2]([NH:19][C:18]2[CH:20]=[CH:21][C:15]([Cl:14])=[CH:16][CH:17]=2)[C:7]=1[O:8][CH3:9]. The catalyst class is: 8. (2) Reactant: F[P-](F)(F)(F)(F)F.N1(O[P+](N(C)C)(N(C)C)N(C)C)C2C=CC=CC=2N=N1.[CH:28]1([CH2:33][CH:34]([C:38]2[CH:43]=[CH:42][C:41]([Cl:44])=[C:40]([Cl:45])[CH:39]=2)[C:35]([OH:37])=O)[CH2:32][CH2:31][CH2:30][CH2:29]1.C(N(CC)C(C)C)(C)C.[NH2:55][C:56]1[O:57][CH:58]=[CH:59][N:60]=1. Product: [CH:28]1([CH2:33][CH:34]([C:38]2[CH:43]=[CH:42][C:41]([Cl:44])=[C:40]([Cl:45])[CH:39]=2)[C:35]([NH:55][C:56]2[O:57][CH:58]=[CH:59][N:60]=2)=[O:37])[CH2:29][CH2:30][CH2:31][CH2:32]1. The catalyst class is: 9. (3) Reactant: Br[C:2]1[CH:3]=[C:4]([CH:6]=[C:7]([CH3:9])[CH:8]=1)[NH2:5].[B:10]1([B:10]2[O:14][C:13]([CH3:16])([CH3:15])[C:12]([CH3:18])([CH3:17])[O:11]2)[O:14][C:13]([CH3:16])([CH3:15])[C:12]([CH3:18])([CH3:17])[O:11]1.C([O-])(=O)C.[K+]. Product: [CH3:9][C:7]1[CH:6]=[C:4]([CH:3]=[C:2]([B:10]2[O:14][C:13]([CH3:16])([CH3:15])[C:12]([CH3:18])([CH3:17])[O:11]2)[CH:8]=1)[NH2:5]. The catalyst class is: 12. (4) The catalyst class is: 4. Reactant: [CH2:1]([O:8][C:9]([N:11]1[CH2:16][CH2:15][CH:14]([NH:17][C:18]2[CH:23]=[CH:22][C:21]([F:24])=[C:20]([F:25])[CH:19]=2)[CH2:13][CH2:12]1)=[O:10])[C:2]1[CH:7]=[CH:6][CH:5]=[CH:4][CH:3]=1.C(N(CC)CC)C.[C:33](Cl)(=[O:36])[CH2:34][CH3:35]. Product: [CH2:1]([O:8][C:9]([N:11]1[CH2:12][CH2:13][CH:14]([N:17]([C:18]2[CH:23]=[CH:22][C:21]([F:24])=[C:20]([F:25])[CH:19]=2)[C:33](=[O:36])[CH2:34][CH3:35])[CH2:15][CH2:16]1)=[O:10])[C:2]1[CH:3]=[CH:4][CH:5]=[CH:6][CH:7]=1. (5) Reactant: [Cl:1][C:2]1[CH:7]=[CH:6][C:5]([NH:8][C:9](=[O:13])[CH2:10][CH:11]=[CH2:12])=[CH:4][CH:3]=1.[F:14][C:15]([F:30])([F:29])[C:16]1[CH:17]=[C:18]([CH:22]=[C:23]([C:25]([F:28])([F:27])[F:26])[CH:24]=1)[CH:19]=[N:20][OH:21].Cl[O-].[Na+].O. Product: [F:14][C:15]([F:29])([F:30])[C:16]1[CH:17]=[C:18]([C:19]2[CH2:12][CH:11]([CH2:10][C:9]([NH:8][C:5]3[CH:4]=[CH:3][C:2]([Cl:1])=[CH:7][CH:6]=3)=[O:13])[O:21][N:20]=2)[CH:22]=[C:23]([C:25]([F:27])([F:28])[F:26])[CH:24]=1. The catalyst class is: 4. (6) Product: [CH2:1]([N:8]1[C:16]2[C:11](=[CH:12][CH:13]=[C:14]([C:17]3[C:18]4[CH:25]=[C:24]([C:26]5[CH2:31][CH2:30][N:29]([C:32]([O:34][C:35]([CH3:36])([CH3:38])[CH3:37])=[O:33])[CH2:28][CH:27]=5)[NH:23][C:19]=4[N:20]=[CH:21][N:22]=3)[CH:15]=2)[C:10]([C:48]#[N:49])=[CH:9]1)[C:2]1[CH:7]=[CH:6][CH:5]=[CH:4][CH:3]=1. The catalyst class is: 193. Reactant: [CH2:1]([N:8]1[C:16]2[C:11](=[CH:12][CH:13]=[C:14]([C:17]3[C:18]4[CH:25]=[C:24]([C:26]5[CH2:31][CH2:30][N:29]([C:32]([O:34][C:35]([CH3:38])([CH3:37])[CH3:36])=[O:33])[CH2:28][CH:27]=5)[N:23](S(C5C=CC=CC=5)(=O)=O)[C:19]=4[N:20]=[CH:21][N:22]=3)[CH:15]=2)[C:10]([C:48]#[N:49])=[CH:9]1)[C:2]1[CH:7]=[CH:6][CH:5]=[CH:4][CH:3]=1.[OH-].[Na+]. (7) Reactant: [Cl:1][C:2]1[CH:3]=[C:4]([NH:12][C:13]2[C:18]([C:19]#[N:20])=[CH:17][N:16]=[CH:15][C:14]=2I)[C:5]([CH3:11])=[C:6]2[C:10]=1[NH:9][CH:8]=[CH:7]2.[Cl:22][CH2:23][CH2:24][O:25][C:26]1[CH:31]=[CH:30][C:29](B(OC(C)C)OC(C)C)=[CH:28][CH:27]=1.C(=O)([O-])[O-].[Na+].[Na+].C(OCC)(=O)C. Product: [Cl:22][CH2:23][CH2:24][O:25][C:26]1[CH:31]=[CH:30][C:29]([C:14]2[CH:15]=[N:16][CH:17]=[C:18]([C:13]=2[NH:12][C:4]2[C:5]([CH3:11])=[C:6]3[C:10](=[C:2]([Cl:1])[CH:3]=2)[NH:9][CH:8]=[CH:7]3)[C:19]#[N:20])=[CH:28][CH:27]=1. The catalyst class is: 104. (8) Reactant: [H-].[Na+].[OH:3][CH2:4][CH:5]1[CH2:9][O:8][C:7]2([CH2:14][CH2:13][N:12]([CH2:15][CH2:16][C:17]3[CH:22]=[CH:21][CH:20]=[CH:19][CH:18]=3)[CH2:11][CH2:10]2)[O:6]1.[Cl:23][C:24]1[S:25][C:26]([CH2:29]Cl)=[CH:27][N:28]=1. Product: [Cl:23][C:24]1[S:25][C:26]([CH2:29][O:3][CH2:4][CH:5]2[CH2:9][O:8][C:7]3([CH2:10][CH2:11][N:12]([CH2:15][CH2:16][C:17]4[CH:18]=[CH:19][CH:20]=[CH:21][CH:22]=4)[CH2:13][CH2:14]3)[O:6]2)=[CH:27][N:28]=1. The catalyst class is: 11.